The task is: Predict which catalyst facilitates the given reaction.. This data is from Catalyst prediction with 721,799 reactions and 888 catalyst types from USPTO. (1) Reactant: [F:1][C:2]1[CH:32]=[CH:31][C:5]([CH2:6][NH:7][C:8]([C:10]2[N:11]=[C:12]3[CH:21]([CH2:22][OH:23])[N:20]([C:24]([O:26][C:27]([CH3:30])([CH3:29])[CH3:28])=[O:25])[CH2:19][CH2:18][N:13]3[C:14](=[O:17])[C:15]=2[OH:16])=[O:9])=[CH:4][CH:3]=1.C(N(CC)CC)C.[CH3:40][S:41](Cl)(=[O:43])=[O:42]. Product: [F:1][C:2]1[CH:3]=[CH:4][C:5]([CH2:6][NH:7][C:8]([C:10]2[N:11]=[C:12]3[CH:21]([CH2:22][O:23][S:41]([CH3:40])(=[O:43])=[O:42])[N:20]([C:24]([O:26][C:27]([CH3:29])([CH3:28])[CH3:30])=[O:25])[CH2:19][CH2:18][N:13]3[C:14](=[O:17])[C:15]=2[OH:16])=[O:9])=[CH:31][CH:32]=1. The catalyst class is: 22. (2) The catalyst class is: 277. Reactant: [CH:1]12[CH2:9][CH:6]([CH:7]=[CH:8]1)[CH:5]1[CH:2]2[NH:3][C:4]1=[O:10].O1CCCC1.[C:16]([O:20][C:21](O[C:21]([O:20][C:16]([CH3:19])([CH3:18])[CH3:17])=[O:22])=[O:22])([CH3:19])([CH3:18])[CH3:17]. Product: [C:16]([O:20][C:21]([N:3]1[C:4](=[O:10])[CH:5]2[CH:2]1[CH:1]1[CH2:9][CH:6]2[CH:7]=[CH:8]1)=[O:22])([CH3:19])([CH3:18])[CH3:17]. (3) Reactant: [F:1][C:2]([F:34])([F:33])[C:3]1[CH:4]=[C:5]([CH2:13][C:14]([N:16]2[CH2:21][CH2:20][O:19][C:18]([CH2:30][CH2:31][OH:32])([C:22]3[CH:27]=[CH:26][C:25]([Cl:28])=[C:24]([Cl:29])[CH:23]=3)[CH2:17]2)=[O:15])[CH:6]=[C:7]([C:9]([F:12])([F:11])[F:10])[CH:8]=1.CN(C1C=CC=CN=1)C.C(N(CC)CC)C.[Cl:51][C:52]1[CH:57]=[CH:56][C:55]([S:58](Cl)(=[O:60])=[O:59])=[CH:54][CH:53]=1.Cl. Product: [Cl:51][C:52]1[CH:57]=[CH:56][C:55]([S:58]([O:32][CH2:31][CH2:30][C:18]2([C:22]3[CH:27]=[CH:26][C:25]([Cl:28])=[C:24]([Cl:29])[CH:23]=3)[O:19][CH2:20][CH2:21][N:16]([C:14](=[O:15])[CH2:13][C:5]3[CH:6]=[C:7]([C:9]([F:10])([F:11])[F:12])[CH:8]=[C:3]([C:2]([F:1])([F:33])[F:34])[CH:4]=3)[CH2:17]2)(=[O:60])=[O:59])=[CH:54][CH:53]=1. The catalyst class is: 34.